This data is from Forward reaction prediction with 1.9M reactions from USPTO patents (1976-2016). The task is: Predict the product of the given reaction. Given the reactants Br[C:2]1[CH:7]=[CH:6][CH:5]=[CH:4][C:3]=1[CH2:8][C:9]([CH3:12])([OH:11])[CH3:10].C([Li])CCC.C([O:21][B:22](OC(C)C)OC(C)C)(C)C.Cl, predict the reaction product. The product is: [CH3:10][C:9]1([CH3:12])[O:11][B:22]([OH:21])[C:2]2[CH:7]=[CH:6][CH:5]=[CH:4][C:3]=2[CH2:8]1.